Dataset: Forward reaction prediction with 1.9M reactions from USPTO patents (1976-2016). Task: Predict the product of the given reaction. Given the reactants [C:1]([NH:8][C:9]1[CH:14]=[CH:13][C:12]([NH2:15])=[CH:11][CH:10]=1)([O:3]C(C)(C)C)=O.C(N(CC)CC)C.[F:23][C:24]1[CH:32]=[CH:31][CH:30]=[C:29]([F:33])[C:25]=1C(Cl)=O, predict the reaction product. The product is: [NH2:15][C:12]1[CH:11]=[CH:10][C:9]([NH:8][C:1](=[O:3])[C:25]2[C:24]([F:23])=[CH:32][CH:31]=[CH:30][C:29]=2[F:33])=[CH:14][CH:13]=1.